From a dataset of Full USPTO retrosynthesis dataset with 1.9M reactions from patents (1976-2016). Predict the reactants needed to synthesize the given product. (1) Given the product [F:1][C:2]1[CH:7]=[CH:6][C:5]([F:8])=[CH:4][C:3]=1[C@H:9]1[CH2:13][C@H:12]([F:28])[CH2:11][N:10]1[C:15]([O:17][C:18]([CH3:21])([CH3:20])[CH3:19])=[O:16].[F:1][C:2]1[CH:7]=[CH:6][C:5]([F:8])=[CH:4][C:3]=1[C@@H:9]1[CH2:13][C@H:12]([F:28])[CH2:11][N:10]1[C:15]([O:17][C:18]([CH3:21])([CH3:20])[CH3:19])=[O:16], predict the reactants needed to synthesize it. The reactants are: [F:1][C:2]1[CH:7]=[CH:6][C:5]([F:8])=[CH:4][C:3]=1[CH:9]1[CH2:13][C@@H:12](O)[CH2:11][N:10]1[C:15]([O:17][C:18]([CH3:21])([CH3:20])[CH3:19])=[O:16].CCN(S(F)(F)[F:28])CC. (2) Given the product [Cl:1][C:2]1[CH:10]=[C:9](/[CH:11]=[CH:12]/[CH:13]([C:18]2[CH:23]=[C:22]([Cl:24])[C:21]([Cl:25])=[C:20]([Cl:26])[CH:19]=2)[C:14]([F:16])([F:15])[F:17])[CH:8]=[CH:7][C:3]=1[C:4]([NH:27][C:28]1([C:31](=[O:32])[NH:33][CH2:34][C:35]([F:37])([F:38])[F:36])[CH2:30][CH2:29]1)=[O:6], predict the reactants needed to synthesize it. The reactants are: [Cl:1][C:2]1[CH:10]=[C:9](/[CH:11]=[CH:12]/[CH:13]([C:18]2[CH:23]=[C:22]([Cl:24])[C:21]([Cl:25])=[C:20]([Cl:26])[CH:19]=2)[C:14]([F:17])([F:16])[F:15])[CH:8]=[CH:7][C:3]=1[C:4]([OH:6])=O.[NH2:27][C:28]1([C:31]([NH:33][CH2:34][C:35]([F:38])([F:37])[F:36])=[O:32])[CH2:30][CH2:29]1.F[P-](F)(F)(F)(F)F.ClC1N(C)CC[NH+]1C.ON1C2N=CC=CC=2N=N1. (3) Given the product [F:20][C:21]1[CH:27]=[CH:26][CH:25]=[CH:24][C:22]=1[NH:23][C:2]1[C:11]2[CH:12]=[CH:13][S:14][C:10]=2[C:9]2[CH:8]=[CH:7][CH:6]=[C:5]([C:15]3[NH:19][CH:18]=[N:17][N:16]=3)[C:4]=2[N:3]=1, predict the reactants needed to synthesize it. The reactants are: Cl[C:2]1[C:11]2[CH:12]=[CH:13][S:14][C:10]=2[C:9]2[CH:8]=[CH:7][CH:6]=[C:5]([C:15]3[NH:19][CH:18]=[N:17][N:16]=3)[C:4]=2[N:3]=1.[F:20][C:21]1[CH:27]=[CH:26][CH:25]=[CH:24][C:22]=1[NH2:23].CN1C(=O)CCC1.